This data is from Forward reaction prediction with 1.9M reactions from USPTO patents (1976-2016). The task is: Predict the product of the given reaction. (1) Given the reactants Br[C:2]1[CH:3]=[C:4]([C:9]([OH:11])=O)[CH:5]=[N:6][C:7]=1Cl.[CH3:12][C:13]1[CH:17]=[C:16]([CH2:18][OH:19])[O:15][N:14]=1.[Cl:20][C:21]1[CH:26]=[CH:25][C:24](B(O)O)=[CH:23][CH:22]=1.[NH2:30][CH2:31][C@:32]([CH3:37])([CH:34]1[CH2:36][CH2:35]1)[OH:33], predict the reaction product. The product is: [Cl:20][C:21]1[CH:26]=[CH:25][C:24]([C:2]2[C:7]([O:19][CH2:18][C:16]3[O:15][N:14]=[C:13]([CH3:12])[CH:17]=3)=[N:6][CH:5]=[C:4]([CH:3]=2)[C:9]([NH:30][CH2:31][C@:32]([CH:34]2[CH2:36][CH2:35]2)([OH:33])[CH3:37])=[O:11])=[CH:23][CH:22]=1. (2) Given the reactants [O:1]1CC[O:3][CH:2]1[C:6]1[CH:7]=[C:8]([C:12]2([CH3:19])[NH:17][C:16](=[O:18])[CH2:15][O:14][CH2:13]2)[CH:9]=[CH:10][CH:11]=1.S(OOS([O-])(=O)=O)([O-])(=O)=O.[K+].[K+].C(OCC)(=O)C, predict the reaction product. The product is: [CH3:19][C:12]1([C:8]2[CH:7]=[C:6]([CH:11]=[CH:10][CH:9]=2)[C:2]([OH:3])=[O:1])[CH2:13][O:14][CH2:15][C:16](=[O:18])[NH:17]1. (3) Given the reactants [NH3:1].Br[CH2:3][C:4]1[CH:5]=[C:6]([CH:9]=[CH:10][C:11]=1[S:12]([CH2:15][CH3:16])(=[O:14])=[O:13])[C:7]#[N:8], predict the reaction product. The product is: [NH2:1][CH2:3][C:4]1[CH:5]=[C:6]([CH:9]=[CH:10][C:11]=1[S:12]([CH2:15][CH3:16])(=[O:14])=[O:13])[C:7]#[N:8]. (4) The product is: [CH2:1]([C@@H:8]1[CH2:12][O:11][C:10](=[O:13])[N:9]1[C:14](=[O:24])[C@@H:15]([CH:18]1[CH2:23][CH2:22][O:21][CH2:20][CH2:19]1)[CH2:16][S:27][C:25](=[O:28])[CH3:26])[C:2]1[CH:7]=[CH:6][CH:5]=[CH:4][CH:3]=1. Given the reactants [CH2:1]([C@@H:8]1[CH2:12][O:11][C:10](=[O:13])[N:9]1[C:14](=[O:24])[C@@H:15]([CH:18]1[CH2:23][CH2:22][O:21][CH2:20][CH2:19]1)[CH2:16]I)[C:2]1[CH:7]=[CH:6][CH:5]=[CH:4][CH:3]=1.[C:25]([O-:28])(=[S:27])[CH3:26].[K+].O, predict the reaction product. (5) Given the reactants [CH3:1][S:2]([C:5]1[CH:10]=[CH:9][C:8]([NH:11][C:12]2[C:17]([N+:18]([O-:20])=[O:19])=[C:16]([O:21][CH:22]3[CH2:27][CH2:26][NH:25][CH2:24][CH2:23]3)[N:15]=[CH:14][N:13]=2)=[CH:7][CH:6]=1)(=[O:4])=[O:3].C(N(CC)CC)C.[CH2:35]([S:38](Cl)(=[O:40])=[O:39])[CH2:36][CH3:37], predict the reaction product. The product is: [CH3:1][S:2]([C:5]1[CH:10]=[CH:9][C:8]([NH:11][C:12]2[C:17]([N+:18]([O-:20])=[O:19])=[C:16]([O:21][CH:22]3[CH2:27][CH2:26][N:25]([S:38]([CH2:35][CH2:36][CH3:37])(=[O:40])=[O:39])[CH2:24][CH2:23]3)[N:15]=[CH:14][N:13]=2)=[CH:7][CH:6]=1)(=[O:4])=[O:3]. (6) Given the reactants I[C:2]1[N:3]=[CH:4][N:5]([C:7]([C:20]2[CH:25]=[CH:24][CH:23]=[CH:22][CH:21]=2)([C:14]2[CH:19]=[CH:18][CH:17]=[CH:16][CH:15]=2)[C:8]2[CH:13]=[CH:12][CH:11]=[CH:10][CH:9]=2)[CH:6]=1.[Cl:26][C:27]1[CH:32]=[CH:31][C:30]([C@@H:33]2[C@:35]3([C:43]4[C:38](=[CH:39][CH:40]=[CH:41][CH:42]=4)[NH:37][C:36]3=[O:44])[CH2:34]2)=[CH:29][CH:28]=1.C(=O)([O-])[O-].[K+].[K+].CN(C)CCN, predict the reaction product. The product is: [Cl:26][C:27]1[CH:28]=[CH:29][C:30]([C@H:33]2[C@@:35]3([C:43]4[C:38](=[CH:39][CH:40]=[CH:41][CH:42]=4)[N:37]([C:2]4[N:3]=[CH:4][N:5]([C:7]([C:8]5[CH:13]=[CH:12][CH:11]=[CH:10][CH:9]=5)([C:20]5[CH:21]=[CH:22][CH:23]=[CH:24][CH:25]=5)[C:14]5[CH:15]=[CH:16][CH:17]=[CH:18][CH:19]=5)[CH:6]=4)[C:36]3=[O:44])[CH2:34]2)=[CH:31][CH:32]=1. (7) Given the reactants C(OC([NH:8][C:9]1[S:13][C:12](Br)=[N:11][C:10]=1[C:15]([NH:17][C:18]1[CH:19]=[N:20][N:21]([CH3:40])[C:22]=1[N:23]1[CH2:29][C:28]([F:31])([F:30])[CH2:27][CH:26]([NH:32]C(=O)OC(C)(C)C)[CH2:25][CH2:24]1)=[O:16])=O)(C)(C)C.[F:41][C:42]1[CH:47]=[C:46]([O:48][CH3:49])[CH:45]=[C:44]([F:50])[C:43]=1B(O)O.ClCCl.C(=O)([O-])[O-].[Na+].[Na+].Cl.O1CCOCC1, predict the reaction product. The product is: [NH2:8][C:9]1[S:13][C:12]([C:43]2[C:42]([F:41])=[CH:47][C:46]([O:48][CH3:49])=[CH:45][C:44]=2[F:50])=[N:11][C:10]=1[C:15]([NH:17][C:18]1[CH:19]=[N:20][N:21]([CH3:40])[C:22]=1[N:23]1[CH2:24][CH2:25][CH:26]([NH2:32])[CH2:27][C:28]([F:30])([F:31])[CH2:29]1)=[O:16].